This data is from Full USPTO retrosynthesis dataset with 1.9M reactions from patents (1976-2016). The task is: Predict the reactants needed to synthesize the given product. (1) Given the product [F:1][C:2]1[CH:3]=[CH:4][C:5]([O:39][CH3:40])=[C:6]([C:8]2[CH:13]=[CH:12][N:11]=[C:10]3[NH:14][C:15]([C:17]4[CH2:18][CH2:19][N:20]([CH:23]5[CH2:27][NH:26][C@H:25]([C:35]([O:37][CH3:38])=[O:36])[CH2:24]5)[CH2:21][CH:22]=4)=[CH:16][C:9]=23)[CH:7]=1.[ClH:48], predict the reactants needed to synthesize it. The reactants are: [F:1][C:2]1[CH:3]=[CH:4][C:5]([O:39][CH3:40])=[C:6]([C:8]2[CH:13]=[CH:12][N:11]=[C:10]3[NH:14][C:15]([C:17]4[CH2:18][CH2:19][N:20]([CH:23]5[CH2:27][N:26](C(OC(C)(C)C)=O)[C@H:25]([C:35]([O:37][CH3:38])=[O:36])[CH2:24]5)[CH2:21][CH:22]=4)=[CH:16][C:9]=23)[CH:7]=1.FC(F)(F)C(O)=O.[Cl:48]CCl. (2) Given the product [C:1](/[CH:3]=[CH:4]/[S:5]([C:8]1[CH:9]=[C:10]([C:14]([CH3:19])([CH3:18])[C:15]([NH:25][C:24]2[CH:26]=[CH:27][CH:28]=[C:22]([O:21][CH3:20])[CH:23]=2)=[O:17])[CH:11]=[CH:12][CH:13]=1)(=[O:6])=[O:7])#[N:2], predict the reactants needed to synthesize it. The reactants are: [C:1](/[CH:3]=[CH:4]/[S:5]([C:8]1[CH:9]=[C:10]([C:14]([CH3:19])([CH3:18])[C:15]([OH:17])=O)[CH:11]=[CH:12][CH:13]=1)(=[O:7])=[O:6])#[N:2].[CH3:20][O:21][C:22]1[CH:23]=[C:24]([CH:26]=[CH:27][CH:28]=1)[NH2:25].Cl.CN(C)CCCN=C=NCC.ON1C2C=CC=CC=2N=N1. (3) Given the product [Cl:1][C:2]1[C:3]([O:9][C:10]2[CH:15]=[C:14]([O:16][CH2:17][CH2:18][O:19][CH3:20])[CH:13]=[CH:12][C:11]=2/[CH:21]=[CH:22]/[C:23]([NH:46][S:43]([CH2:38][CH2:39][CH2:40][CH2:41][CH3:42])(=[O:45])=[O:44])=[O:25])=[N:4][CH:5]=[C:6]([Cl:8])[CH:7]=1, predict the reactants needed to synthesize it. The reactants are: [Cl:1][C:2]1[C:3]([O:9][C:10]2[CH:15]=[C:14]([O:16][CH2:17][CH2:18][O:19][CH3:20])[CH:13]=[CH:12][C:11]=2/[CH:21]=[CH:22]/[C:23]([OH:25])=O)=[N:4][CH:5]=[C:6]([Cl:8])[CH:7]=1.Cl.C(N=C=NCCCN(C)C)C.[CH2:38]([S:43]([NH2:46])(=[O:45])=[O:44])[CH2:39][CH2:40][CH2:41][CH3:42].O. (4) The reactants are: [ClH:1].[N:2]1([CH2:8][CH2:9][O:10][C:11]2[CH:19]=[CH:18][C:14]([C:15](O)=[O:16])=[CH:13][CH:12]=2)[CH2:7][CH2:6][CH2:5][CH2:4][CH2:3]1.S(Cl)([Cl:22])=O. Given the product [ClH:22].[N:2]1([CH2:8][CH2:9][O:10][C:11]2[CH:19]=[CH:18][C:14]([C:15]([Cl:1])=[O:16])=[CH:13][CH:12]=2)[CH2:7][CH2:6][CH2:5][CH2:4][CH2:3]1, predict the reactants needed to synthesize it. (5) Given the product [CH:11]([C:2]1[CH:3]=[CH:4][C:5]2[O:9][CH:8]=[N:7][C:6]=2[CH:10]=1)=[CH2:12], predict the reactants needed to synthesize it. The reactants are: Br[C:2]1[CH:3]=[CH:4][C:5]2[O:9][CH:8]=[N:7][C:6]=2[CH:10]=1.[CH:11]([B-](F)(F)F)=[CH2:12].[K+].C(=O)([O-])[O-].[Cs+].[Cs+]. (6) Given the product [CH3:1][O:2][C:3]1[CH:4]=[CH:5][CH:6]=[C:7]2[C:12]=1[CH:11]([NH:13][C:14]1[O:15][CH2:16][C:17]3[CH:23]=[C:22]([NH:24][C:28]([CH:25]4[CH2:27][CH2:26]4)=[O:29])[CH:21]=[CH:20][C:18]=3[N:19]=1)[CH2:10][CH2:9][CH2:8]2, predict the reactants needed to synthesize it. The reactants are: [CH3:1][O:2][C:3]1[CH:4]=[CH:5][CH:6]=[C:7]2[C:12]=1[CH:11]([NH:13][C:14]1[O:15][CH2:16][C:17]3[CH:23]=[C:22]([NH2:24])[CH:21]=[CH:20][C:18]=3[N:19]=1)[CH2:10][CH2:9][CH2:8]2.[CH:25]1([C:28](Cl)=[O:29])[CH2:27][CH2:26]1. (7) Given the product [Cl:16][C:12]1[N:11]=[C:10]([N:8]([CH3:9])[C:6]2[CH:5]=[CH:4][N:3]=[C:2]([NH:26][C:25]3[CH:24]=[C:23]([N:17]4[CH2:22][CH2:21][O:20][CH2:19][CH2:18]4)[CH:29]=[C:28]([N:30]4[CH2:35][CH2:34][O:33][CH2:32][CH2:31]4)[CH:27]=3)[N:7]=2)[CH:15]=[CH:14][CH:13]=1, predict the reactants needed to synthesize it. The reactants are: Cl[C:2]1[N:7]=[C:6]([N:8]([C:10]2[CH:15]=[CH:14][CH:13]=[C:12]([Cl:16])[N:11]=2)[CH3:9])[CH:5]=[CH:4][N:3]=1.[N:17]1([C:23]2[CH:24]=[C:25]([CH:27]=[C:28]([N:30]3[CH2:35][CH2:34][O:33][CH2:32][CH2:31]3)[CH:29]=2)[NH2:26])[CH2:22][CH2:21][O:20][CH2:19][CH2:18]1.Cl. (8) Given the product [C:43]([C:41]1[CH:42]=[C:38]([NH:37][C:36]([NH:28][C@@H:21]2[C:22]3[C:27](=[CH:26][CH:25]=[CH:24][CH:23]=3)[C@H:18]([O:17][C:14]3[CH:15]=[CH:16][C:11]4[N:12]([C:8]([N:3]5[CH2:4][CH2:5][CH2:6][CH2:7][C@@H:2]5[CH3:1])=[N:9][N:10]=4)[CH:13]=3)[CH2:19][CH2:20]2)=[O:35])[N:39]([C:47]2[CH:52]=[CH:51][N:50]=[C:49]([N:53]([CH2:55][CH2:56][N:57]([CH3:58])[CH3:59])[CH3:54])[N:48]=2)[N:40]=1)([CH3:46])([CH3:44])[CH3:45], predict the reactants needed to synthesize it. The reactants are: [CH3:1][C@H:2]1[CH2:7][CH2:6][CH2:5][CH2:4][N:3]1[C:8]1[N:12]2[CH:13]=[C:14]([O:17][C@H:18]3[C:27]4[C:22](=[CH:23][CH:24]=[CH:25][CH:26]=4)[C@@H:21]([NH2:28])[CH2:20][CH2:19]3)[CH:15]=[CH:16][C:11]2=[N:10][N:9]=1.C1([O:35][C:36](=O)[NH:37][C:38]2[N:39]([C:47]3[CH:52]=[CH:51][N:50]=[C:49]([N:53]([CH2:55][CH2:56][N:57]([CH3:59])[CH3:58])[CH3:54])[N:48]=3)[N:40]=[C:41]([C:43]([CH3:46])([CH3:45])[CH3:44])[CH:42]=2)C=CC=CC=1.CCN(C(C)C)C(C)C. (9) Given the product [CH:42]1([C:40]([NH:39][C:37]2[N:38]=[C:33]3[CH:32]=[CH:31][C:30]([O:29][C:28]4[CH:27]=[C:26]([NH:25][C:11]([C:4]5[CH:3]=[C:2]([CH3:1])[O:6][C:5]=5[C:7]([F:8])([F:9])[F:10])=[O:13])[CH:47]=[CH:46][CH:45]=4)=[CH:35][N:34]3[N:36]=2)=[O:41])[CH2:43][CH2:44]1, predict the reactants needed to synthesize it. The reactants are: [CH3:1][C:2]1[O:6][C:5]([C:7]([F:10])([F:9])[F:8])=[C:4]([C:11]([OH:13])=O)[CH:3]=1.O1CCCC1.C(Cl)(=O)C(Cl)=O.[NH2:25][C:26]1[CH:27]=[C:28]([CH:45]=[CH:46][CH:47]=1)[O:29][C:30]1[CH:31]=[CH:32][C:33]2[N:34]([N:36]=[C:37]([NH:39][C:40]([CH:42]3[CH2:44][CH2:43]3)=[O:41])[N:38]=2)[CH:35]=1. (10) Given the product [F:19][C:16]1[CH:17]=[CH:18][C:13]([CH2:12][O:10][C:6]2[CH:5]=[C:4]([NH2:1])[CH:9]=[CH:8][CH:7]=2)=[CH:14][CH:15]=1, predict the reactants needed to synthesize it. The reactants are: [N+:1]([C:4]1[CH:5]=[C:6]([OH:10])[CH:7]=[CH:8][CH:9]=1)([O-])=O.Br[CH2:12][C:13]1[CH:18]=[CH:17][C:16]([F:19])=[CH:15][CH:14]=1.BrCC1C=CC=C(F)C=1.